From a dataset of Forward reaction prediction with 1.9M reactions from USPTO patents (1976-2016). Predict the product of the given reaction. (1) Given the reactants [CH2:1]([OH:4])[CH2:2][OH:3].C(N(CC)CC)C.[C:12]([Si:16](Cl)([CH3:18])[CH3:17])([CH3:15])([CH3:14])[CH3:13], predict the reaction product. The product is: [Si:16]([O:3][CH2:2][CH2:1][OH:4])([C:12]([CH3:15])([CH3:14])[CH3:13])([CH3:18])[CH3:17]. (2) Given the reactants [F:1][C:2]1[CH:3]=[CH:4][C:5]([N+:9]([O-:11])=[O:10])=[C:6]([OH:8])[CH:7]=1.Cl[C:13]([F:18])([F:17])C([O-])=O.[Na+].C(=O)([O-])[O-].[Na+].[Na+].Cl, predict the reaction product. The product is: [F:17][CH:13]([F:18])[O:8][C:6]1[CH:7]=[C:2]([F:1])[CH:3]=[CH:4][C:5]=1[N+:9]([O-:11])=[O:10]. (3) Given the reactants [OH:1][C:2]1[N:6]([C:7]2[CH:12]=[C:11]([C:13]([O:15][CH3:16])=[O:14])[CH:10]=[CH:9][N:8]=2)[N:5]=[CH:4][CH:3]=1.[C:17]([C:19]1[CH:24]=[CH:23][C:22]([CH2:25]O)=[CH:21][CH:20]=1)#[N:18], predict the reaction product. The product is: [C:17]([C:19]1[CH:24]=[CH:23][C:22]([CH2:25][O:1][C:2]2[N:6]([C:7]3[CH:12]=[C:11]([C:13]([O:15][CH3:16])=[O:14])[CH:10]=[CH:9][N:8]=3)[N:5]=[CH:4][CH:3]=2)=[CH:21][CH:20]=1)#[N:18].